This data is from NCI-60 drug combinations with 297,098 pairs across 59 cell lines. The task is: Regression. Given two drug SMILES strings and cell line genomic features, predict the synergy score measuring deviation from expected non-interaction effect. (1) Drug 1: C1=NC2=C(N1)C(=S)N=C(N2)N. Drug 2: CCC1=C2CN3C(=CC4=C(C3=O)COC(=O)C4(CC)O)C2=NC5=C1C=C(C=C5)O. Cell line: MCF7. Synergy scores: CSS=28.6, Synergy_ZIP=-11.7, Synergy_Bliss=-7.76, Synergy_Loewe=-6.29, Synergy_HSA=-3.56. (2) Drug 2: C1CCC(C(C1)N)N.C(=O)(C(=O)[O-])[O-].[Pt+4]. Drug 1: C1=CC(=CC=C1CC(C(=O)O)N)N(CCCl)CCCl.Cl. Cell line: MDA-MB-435. Synergy scores: CSS=3.30, Synergy_ZIP=-0.221, Synergy_Bliss=0.765, Synergy_Loewe=-13.9, Synergy_HSA=-4.79. (3) Drug 1: CC1=C(N=C(N=C1N)C(CC(=O)N)NCC(C(=O)N)N)C(=O)NC(C(C2=CN=CN2)OC3C(C(C(C(O3)CO)O)O)OC4C(C(C(C(O4)CO)O)OC(=O)N)O)C(=O)NC(C)C(C(C)C(=O)NC(C(C)O)C(=O)NCCC5=NC(=CS5)C6=NC(=CS6)C(=O)NCCC[S+](C)C)O. Drug 2: C1C(C(OC1N2C=NC(=NC2=O)N)CO)O. Cell line: SNB-75. Synergy scores: CSS=24.9, Synergy_ZIP=-6.61, Synergy_Bliss=4.39, Synergy_Loewe=0.254, Synergy_HSA=4.36. (4) Drug 1: CCC1=CC2CC(C3=C(CN(C2)C1)C4=CC=CC=C4N3)(C5=C(C=C6C(=C5)C78CCN9C7C(C=CC9)(C(C(C8N6C)(C(=O)OC)O)OC(=O)C)CC)OC)C(=O)OC.C(C(C(=O)O)O)(C(=O)O)O. Drug 2: C1=CN(C(=O)N=C1N)C2C(C(C(O2)CO)O)O.Cl. Cell line: HT29. Synergy scores: CSS=76.4, Synergy_ZIP=0.0841, Synergy_Bliss=-1.78, Synergy_Loewe=-2.06, Synergy_HSA=0.638.